From a dataset of Full USPTO retrosynthesis dataset with 1.9M reactions from patents (1976-2016). Predict the reactants needed to synthesize the given product. (1) Given the product [CH:23]([N:26]1[C:30]2[C:31](=[O:40])[NH:32][C:33]3([CH2:39][CH2:38][N:37]([C:57]([C:51]4[CH:53]=[CH:54][C:46]5[C:47](=[CH:48][N:44]([CH3:41])[N:45]=5)[CH:52]=4)=[O:12])[CH2:36][CH2:35]3)[CH2:34][C:29]=2[CH:28]=[N:27]1)([CH3:25])[CH3:24], predict the reactants needed to synthesize it. The reactants are: C(N=C=NCCCN(C)C)C.[OH:12]N1C2C=CC=CC=2N=N1.Cl.[CH:23]([N:26]1[C:30]2[C:31](=[O:40])[NH:32][C:33]3([CH2:39][CH2:38][NH:37][CH2:36][CH2:35]3)[CH2:34][C:29]=2[CH:28]=[N:27]1)([CH3:25])[CH3:24].[CH:41]([N:44]1[C:48]2C(=O)N[C:51]3([CH2:57]CN[CH2:54][CH2:53]3)[CH2:52][C:47]=2[CH:46]=[N:45]1)(C)C. (2) Given the product [F:34][C:11]1[CH:12]=[C:13]([O:16][C@H:17]2[CH2:22][CH2:21][CH2:20][CH2:19][C@@H:18]2[C:23]2[CH:24]=[N:25][NH:26][CH:27]=2)[CH:14]=[CH:15][C:10]=1[S:7]([NH:6][C:35]1[CH:40]=[CH:39][N:38]=[CH:37][N:36]=1)(=[O:8])=[O:9], predict the reactants needed to synthesize it. The reactants are: COC1C=C(OC)C=CC=1C[N:6]([C:35]1[CH:40]=[CH:39][N:38]=[CH:37][N:36]=1)[S:7]([C:10]1[CH:15]=[CH:14][C:13]([O:16][C@H:17]2[CH2:22][CH2:21][CH2:20][CH2:19][C@@H:18]2[C:23]2[CH:24]=[N:25][N:26](C3CCCCO3)[CH:27]=2)=[CH:12][C:11]=1[F:34])(=[O:9])=[O:8].C([SiH](CC)CC)C.FC(F)(F)C(O)=O.ClCCl. (3) Given the product [Br:19][C:11]1[NH:10][C:9]2[CH:12]=[C:13]([C:15]([O:17][CH3:18])=[O:16])[S:14][C:8]=2[C:7]=1[CH:1]1[CH2:2][CH2:3][CH2:4][CH2:5][CH2:6]1, predict the reactants needed to synthesize it. The reactants are: [CH:1]1([C:7]2[C:8]3[S:14][C:13]([C:15]([O:17][CH3:18])=[O:16])=[CH:12][C:9]=3[NH:10][CH:11]=2)[CH2:6][CH2:5][CH2:4][CH2:3][CH2:2]1.[BrH:19].[NH+]1C=CC=CC=1. (4) Given the product [Br:1][C:2]1[CH:11]=[CH:10][C:9]2[N:8]=[CH:7][C:6]3[N:16]4[CH2:17][CH2:18][CH2:19][C@H:15]4[CH2:14][O:13][C:5]=3[C:4]=2[CH:3]=1, predict the reactants needed to synthesize it. The reactants are: [Br:1][C:2]1[CH:3]=[C:4]2[C:9](=[CH:10][CH:11]=1)[N:8]=[CH:7][C:6](I)=[C:5]2[O:13][CH2:14][C@@H:15]1[CH2:19][CH2:18][CH2:17][NH:16]1.C(=O)([O-])[O-].[Cs+].[Cs+]. (5) Given the product [CH2:1]([O:3][C:4](=[O:18])[C:5]1[CH:10]=[C:9]([C:11]([F:14])([F:13])[F:12])[C:8]([CH2:15][N:28]2[CH2:29][CH2:30][C@@H:26]([NH:25][C:24]([O:23][C:19]([CH3:22])([CH3:21])[CH3:20])=[O:31])[CH2:27]2)=[CH:7][C:6]=1[NH2:17])[CH3:2], predict the reactants needed to synthesize it. The reactants are: [CH2:1]([O:3][C:4](=[O:18])[C:5]1[CH:10]=[C:9]([C:11]([F:14])([F:13])[F:12])[C:8]([CH:15]=O)=[CH:7][C:6]=1[NH2:17])[CH3:2].[C:19]([O:23][C:24](=[O:31])[NH:25][C@@H:26]1[CH2:30][CH2:29][NH:28][CH2:27]1)([CH3:22])([CH3:21])[CH3:20].